This data is from Forward reaction prediction with 1.9M reactions from USPTO patents (1976-2016). The task is: Predict the product of the given reaction. (1) The product is: [Br:1][C:2]1[C:10]2[S:9][N:8]=[N:7][C:6]=2[CH:5]=[C:4]([I:12])[CH:3]=1. Given the reactants [Br:1][C:2]1[CH:3]=[C:4]([I:12])[C:5](N)=[C:6]2[C:10]=1[S:9][N:8]=[N:7]2.N(OC(C)(C)C)=O, predict the reaction product. (2) Given the reactants Br[C:2]1[CH:3]=[C:4]2[C:8](=[C:9]([C:11]([NH2:13])=[O:12])[CH:10]=1)[NH:7][CH:6]=[C:5]2[CH:14]1[CH2:18][CH2:17][S:16](=[O:20])(=[O:19])[CH2:15]1.[O:21]1[CH:25]=[CH:24][CH:23]=[C:22]1B(O)O.C(=O)([O-])[O-].[K+].[K+], predict the reaction product. The product is: [O:19]=[S:16]1(=[O:20])[CH2:17][CH2:18][CH:14]([C:5]2[C:4]3[C:8](=[C:9]([C:11]([NH2:13])=[O:12])[CH:10]=[C:2]([C:22]4[O:21][CH:25]=[CH:24][CH:23]=4)[CH:3]=3)[NH:7][CH:6]=2)[CH2:15]1.